From a dataset of Catalyst prediction with 721,799 reactions and 888 catalyst types from USPTO. Predict which catalyst facilitates the given reaction. (1) Reactant: [OH-].[Li+].[Br:3][C:4]1[N:5]([C:26]2[C:35]3[C:30](=[CH:31][CH:32]=[CH:33][CH:34]=3)[C:29]([CH:36]3[CH2:38][CH2:37]3)=[CH:28][CH:27]=2)[C:6]([S:9][CH2:10][C:11]([NH:13][CH:14]([CH2:19][C:20]2[CH:25]=[CH:24][CH:23]=[CH:22][CH:21]=2)[C:15]([O:17]C)=[O:16])=[O:12])=[N:7][N:8]=1. Product: [Br:3][C:4]1[N:5]([C:26]2[C:35]3[C:30](=[CH:31][CH:32]=[CH:33][CH:34]=3)[C:29]([CH:36]3[CH2:38][CH2:37]3)=[CH:28][CH:27]=2)[C:6]([S:9][CH2:10][C:11]([NH:13][CH:14]([CH2:19][C:20]2[CH:25]=[CH:24][CH:23]=[CH:22][CH:21]=2)[C:15]([OH:17])=[O:16])=[O:12])=[N:7][N:8]=1. The catalyst class is: 20. (2) Reactant: [C:1]([O:5][C:6](=[O:18])[NH:7][C:8]1[CH:17]=[CH:16][CH:15]=[C:14]2[C:9]=1[CH:10]=[CH:11][CH:12]=[N:13]2)([CH3:4])([CH3:3])[CH3:2].C(=O)([O-])[OH:20].[Na+].ClC1C=CC=C(C(OO)=O)C=1. Product: [O-:20][N+:13]1[C:14]2[C:9](=[C:8]([NH:7][C:6](=[O:18])[O:5][C:1]([CH3:4])([CH3:2])[CH3:3])[CH:17]=[CH:16][CH:15]=2)[CH:10]=[CH:11][CH:12]=1. The catalyst class is: 4. (3) Reactant: C(OC([N:8]1[CH2:13][CH2:12][CH:11]([NH:14][C:15]2[CH:20]=[CH:19][C:18]([C:21]([F:24])([F:23])[F:22])=[CH:17][N:16]=2)[CH2:10][CH2:9]1)=O)(C)(C)C.[ClH:25]. Product: [ClH:25].[ClH:25].[NH:8]1[CH2:9][CH2:10][CH:11]([NH:14][C:15]2[CH:20]=[CH:19][C:18]([C:21]([F:23])([F:22])[F:24])=[CH:17][N:16]=2)[CH2:12][CH2:13]1. The catalyst class is: 714. (4) Reactant: [CH3:1][CH:2]([CH3:20])[C@@H:3]([N:7]1[C:16](=[O:17])[C:15]2=[CH:18][NH:19][C:13]3[C:14]2=[C:9]([CH:10]=[CH:11][N:12]=3)[CH2:8]1)[C:4]([OH:6])=O.[F:21][CH2:22][C:23]1([C:27]#[N:28])[CH2:26][NH:25][CH2:24]1.C1C=CC2N(O)N=NC=2C=1.C(Cl)CCl. Product: [F:21][CH2:22][C:23]1([C:27]#[N:28])[CH2:26][N:25]([C:4](=[O:6])[C@H:3]([N:7]2[C:16](=[O:17])[C:15]3=[CH:18][NH:19][C:13]4[C:14]3=[C:9]([CH:10]=[CH:11][N:12]=4)[CH2:8]2)[CH:2]([CH3:20])[CH3:1])[CH2:24]1. The catalyst class is: 456. (5) Reactant: C(S([NH:7][C@H:8]([C:21]1[CH:26]=[CH:25][C:24]([O:27][CH2:28][C:29]([F:32])([F:31])[F:30])=CN=1)[C:9]1[N:10]=[N:11][N:12]([C:14]([CH3:20])([CH3:19])[C:15]([O:17][CH3:18])=[O:16])[CH:13]=1)=O)(C)(C)C.[ClH:33].[CH2:34](OCC)[CH3:35]. Product: [Cl-:33].[CH3:18][O:17][C:15](=[O:16])[C:14]([N:12]1[CH:13]=[C:9]([C@H:8]([C:21]2[CH:26]=[CH:25][C:24]([O:27][CH2:28][C:29]([F:31])([F:30])[F:32])=[CH:35][CH:34]=2)[NH3+:7])[N:10]=[N:11]1)([CH3:19])[CH3:20]. The catalyst class is: 5. (6) Reactant: C1(S(O[CH2:11][CH2:12][C:13]2([OH:29])[CH2:18][CH2:17][N:16]([C:19]3[CH:24]=[C:23]([O:25][CH3:26])[C:22]([Cl:27])=[CH:21][C:20]=3[Cl:28])[CH2:15][CH2:14]2)(=O)=O)C=CC=CC=1.[Br-:30].[K+].C1OCCOCCOCCOCCOCCOC1. Product: [Br:30][CH2:11][CH2:12][C:13]1([OH:29])[CH2:18][CH2:17][N:16]([C:19]2[CH:24]=[C:23]([O:25][CH3:26])[C:22]([Cl:27])=[CH:21][C:20]=2[Cl:28])[CH2:15][CH2:14]1. The catalyst class is: 21. (7) Reactant: C([O:8][C:9]1[CH:24]=[CH:23][C:22]([C:25]2[O:26][C:27]3[C:32]([C:33](=[O:43])[C:34]=2[O:35]CC2C=CC=CC=2)=[CH:31][CH:30]=[C:29]([O:44]CC2C=CC=CC=2)[CH:28]=3)=[CH:21][C:10]=1[O:11][CH2:12][P:13](=[O:20])([O:17][CH2:18][CH3:19])[O:14][CH2:15][CH3:16])C1C=CC=CC=1. Product: [OH:35][C:34]1[C:33](=[O:43])[C:32]2[C:27](=[CH:28][C:29]([OH:44])=[CH:30][CH:31]=2)[O:26][C:25]=1[C:22]1[CH:23]=[CH:24][C:9]([OH:8])=[C:10]([CH:21]=1)[O:11][CH2:12][P:13](=[O:20])([O:14][CH2:15][CH3:16])[O:17][CH2:18][CH3:19]. The catalyst class is: 421.